This data is from Forward reaction prediction with 1.9M reactions from USPTO patents (1976-2016). The task is: Predict the product of the given reaction. (1) Given the reactants [C:14]1(P([C:14]2[CH:19]=[CH:18][CH:17]=[CH:16][CH:15]=2)[C:14]2[CH:19]=[CH:18][CH:17]=[CH:16][CH:15]=2)[CH:19]=[CH:18][CH:17]=[CH:16][CH:15]=1.[C:20]([CH2:22][NH:23][C:24](=O)[C:25]1[CH:30]=[CH:29][C:28]([O:31][CH2:32][C:33]2[CH:42]=[CH:41][C:40]3[C:35](=[CH:36][CH:37]=[CH:38][CH:39]=3)[N:34]=2)=[CH:27][C:26]=1[C:43]1(C2C=CC=CC=2)[CH2:48][CH:47]2[CH2:49][CH:44]1[CH2:45][CH2:46]2)#[N:21].C(Cl)(Cl)(Cl)[Cl:58], predict the reaction product. The product is: [Cl:58][C:20]1[N:21]=[C:24]([C:25]2[CH:30]=[CH:29][C:28]([O:31][CH2:32][C:33]3[CH:42]=[CH:41][C:40]4[C:35](=[CH:36][CH:37]=[CH:38][CH:39]=4)[N:34]=3)=[CH:27][C:26]=2[C:43]2([C:14]3[CH:15]=[CH:16][CH:17]=[CH:18][CH:19]=3)[CH2:48][CH:47]3[CH2:49][CH:44]2[CH2:45][CH2:46]3)[NH:23][CH:22]=1. (2) The product is: [F:14][C:2]([F:1])([F:13])[C:3]1[CH:4]=[CH:5][C:6]([S:9]([O-:11])=[O:10])=[CH:7][CH:8]=1.[Na+:19]. Given the reactants [F:1][C:2]([F:14])([F:13])[C:3]1[CH:8]=[CH:7][C:6]([S:9](Cl)(=[O:11])=[O:10])=[CH:5][CH:4]=1.C([O-])(O)=O.[Na+:19].[O-]S([O-])=O.[Na+].[Na+], predict the reaction product.